Dataset: Catalyst prediction with 721,799 reactions and 888 catalyst types from USPTO. Task: Predict which catalyst facilitates the given reaction. (1) Reactant: [F:1][C:2]([F:13])([F:12])[CH2:3][CH2:4][C:5]([C:7]1[N:8]=[CH:9][O:10][CH:11]=1)=[O:6].[BH4-].[Na+].O. Product: [F:13][C:2]([F:1])([F:12])[CH2:3][CH2:4][CH:5]([C:7]1[N:8]=[CH:9][O:10][CH:11]=1)[OH:6]. The catalyst class is: 5. (2) Reactant: [N+:1]([C:4]1[C:5]([CH:10](C(OCC)=O)C(OCC)=O)=[N:6][CH:7]=[CH:8][CH:9]=1)([O-:3])=[O:2].Cl.[OH-].[Na+]. Product: [CH3:10][C:5]1[C:4]([N+:1]([O-:3])=[O:2])=[CH:9][CH:8]=[CH:7][N:6]=1. The catalyst class is: 25. (3) Reactant: [F:1][C:2]1[CH:23]=[C:22]([C:24]#[C:25][CH2:26][OH:27])[CH:21]=[CH:20][C:3]=1[NH:4][C:5]1[C:6]([C:13]([NH:15][O:16][CH2:17][CH2:18][OH:19])=[O:14])=[CH:7][N:8]([CH3:12])[C:9](=[O:11])[CH:10]=1. Product: [F:1][C:2]1[CH:23]=[C:22]([CH2:24][CH2:25][CH2:26][OH:27])[CH:21]=[CH:20][C:3]=1[NH:4][C:5]1[C:6]([C:13]([NH:15][O:16][CH2:17][CH2:18][OH:19])=[O:14])=[CH:7][N:8]([CH3:12])[C:9](=[O:11])[CH:10]=1. The catalyst class is: 19. (4) Reactant: C(OC(=O)[NH:7][C:8]1[CH:13]=[C:12]([N:14]([CH2:16][CH3:17])[CH3:15])[C:11]([CH3:18])=[CH:10][C:9]=1[NH:19][C:20](=[O:43])[CH2:21][C:22](=O)[C:23]1[CH:28]=[CH:27][CH:26]=[C:25]([N:29]2[C:33]([CH2:34][O:35]C3CCCCO3)=[CH:32][N:31]=[N:30]2)[CH:24]=1)(C)(C)C.C(O)(C(F)(F)F)=O. The catalyst class is: 2. Product: [CH2:16]([N:14]([CH3:15])[C:12]1[C:11]([CH3:18])=[CH:10][C:9]2[NH:19][C:20](=[O:43])[CH2:21][C:22]([C:23]3[CH:28]=[CH:27][CH:26]=[C:25]([N:29]4[C:33]([CH2:34][OH:35])=[CH:32][N:31]=[N:30]4)[CH:24]=3)=[N:7][C:8]=2[CH:13]=1)[CH3:17]. (5) Reactant: [I:1][C:2]1[C:3](=[O:21])[C:4]2[C:9]([O:10][C:11]=1[C:12]1[CH:17]=[CH:16][CH:15]=[CH:14][CH:13]=1)=[C:8]1[NH:18][N:19]=[CH:20][C:7]1=[CH:6][CH:5]=2.[H-].[Na+].I[CH3:25]. Product: [I:1][C:2]1[C:3](=[O:21])[C:4]2[CH:5]=[CH:6][C:7]3[C:8](=[N:18][N:19]([CH3:25])[CH:20]=3)[C:9]=2[O:10][C:11]=1[C:12]1[CH:17]=[CH:16][CH:15]=[CH:14][CH:13]=1. The catalyst class is: 3.